From a dataset of Forward reaction prediction with 1.9M reactions from USPTO patents (1976-2016). Predict the product of the given reaction. (1) Given the reactants [CH3:1][C@@H:2]([NH2:8])[CH2:3][CH2:4][CH2:5][CH2:6][CH3:7].FC(F)(F)C([N:13]1C[CH2:19][CH2:18][C@H:14]1C([Cl:17])=O)=O, predict the reaction product. The product is: [ClH:17].[CH3:1][C@@H:2]([NH:8][CH2:19][CH2:18][C:14]#[N:13])[CH2:3][CH2:4][CH2:5][CH2:6][CH3:7]. (2) Given the reactants [ClH:1].Cl.C([O:10][C:11]1[CH:20]=[C:19]2[C:14]([C:15]([NH:21][C:22]3[CH:23]=[N:24][C:25]([NH:28][C:29](=[O:36])[C:30]4[CH:35]=[CH:34][CH:33]=[CH:32][CH:31]=4)=[N:26][CH:27]=3)=[N:16][CH:17]=[N:18]2)=[CH:13][C:12]=1[O:37][CH3:38])C1C=CC=CC=1, predict the reaction product. The product is: [ClH:1].[ClH:1].[OH:10][C:11]1[CH:20]=[C:19]2[C:14]([C:15]([NH:21][C:22]3[CH:23]=[N:24][C:25]([NH:28][C:29](=[O:36])[C:30]4[CH:35]=[CH:34][CH:33]=[CH:32][CH:31]=4)=[N:26][CH:27]=3)=[N:16][CH:17]=[N:18]2)=[CH:13][C:12]=1[O:37][CH3:38]. (3) Given the reactants CC1C=CC(S(O[CH2:12][C@@H:13]2[O:22][C:21]3[C:16](=[CH:17][CH:18]=[C:19]4[NH:25][CH:24]([CH3:26])[N:23]([CH3:27])[C:20]4=3)[O:15][CH2:14]2)(=O)=O)=CC=1.[NH:28]1[CH2:33][CH:32]=[C:31]([C:34]2[C:42]3[C:37](=[CH:38][CH:39]=[CH:40][CH:41]=3)[NH:36][CH:35]=2)[CH2:30][CH2:29]1, predict the reaction product. The product is: [NH:36]1[C:37]2[C:42](=[CH:41][CH:40]=[CH:39][CH:38]=2)[C:34]([C:31]2[CH2:32][CH2:33][N:28]([CH2:12][CH:13]3[O:22][C:21]4[C:16](=[CH:17][CH:18]=[C:19]5[NH:25][CH:24]([CH3:26])[N:23]([CH3:27])[C:20]5=4)[O:15][CH2:14]3)[CH2:29][CH:30]=2)=[CH:35]1. (4) Given the reactants Br[C:2]1[C:19]([NH:20][C:21](=[O:27])[CH2:22][C:23]([CH3:26])([CH3:25])[CH3:24])=[C:18]([CH3:28])[C:5]2[CH:6]([C:9]3[CH:14]=[CH:13][C:12]([CH:15]([CH3:17])[CH3:16])=[CH:11][CH:10]=3)[CH2:7][O:8][C:4]=2[C:3]=1[CH3:29].CCCCCC.[C:36](OCC)(=[O:38])C, predict the reaction product. The product is: [CH:15]([C:12]1[CH:11]=[CH:10][C:9]([CH:6]2[C:5]3[C:18]([CH3:28])=[C:19]([NH:20][C:21](=[O:27])[CH2:22][C:23]([CH3:24])([CH3:25])[CH3:26])[C:2]([O:38][CH3:36])=[C:3]([CH3:29])[C:4]=3[O:8][CH2:7]2)=[CH:14][CH:13]=1)([CH3:17])[CH3:16]. (5) Given the reactants [S:1]1[CH:5]=[CH:4][CH:3]=[C:2]1[C:6](=[NH:31])[NH:7][C:8]1[CH:30]=[CH:29][C:11]2[S:12][CH2:13][CH2:14][N:15]([CH:16]3[CH2:21][CH2:20][N:19](C(OC(C)(C)C)=O)[CH2:18][CH2:17]3)[C:10]=2[CH:9]=1.Cl.C(=O)([O-])[O-].[Na+].[Na+], predict the reaction product. The product is: [NH:19]1[CH2:18][CH2:17][CH:16]([N:15]2[CH2:14][CH2:13][S:12][C:11]3[CH:29]=[CH:30][C:8]([NH:7][C:6]([C:2]4[S:1][CH:5]=[CH:4][CH:3]=4)=[NH:31])=[CH:9][C:10]2=3)[CH2:21][CH2:20]1. (6) Given the reactants [CH3:1][O:2][C:3]1[CH:8]=[CH:7][C:6]([C@@H:9]([NH2:11])[CH3:10])=[CH:5][CH:4]=1.O=[C:13]1[CH2:18][CH2:17][S:16][CH2:15][CH:14]1[C:19]([O:21][CH3:22])=[O:20].[O-]S([O-])(=O)=O.[Mg+2], predict the reaction product. The product is: [CH3:1][O:2][C:3]1[CH:8]=[CH:7][C:6]([C@@H:9]([NH:11][C:13]2[CH2:18][CH2:17][S:16][CH2:15][C:14]=2[C:19]([O:21][CH3:22])=[O:20])[CH3:10])=[CH:5][CH:4]=1. (7) The product is: [CH2:10]([C@H:9]([NH:8][C:36]([C:35]1[CH:34]=[C:33]([C:30]([NH2:31])=[O:32])[CH:41]=[C:40]([C:42]([N:43]([CH2:47][CH2:48][CH3:49])[CH2:44][CH2:45][CH3:46])=[O:50])[CH:39]=1)=[O:37])[C@@H:17]([OH:29])[C@H:18]([OH:28])[CH2:19][CH2:20][CH2:21][C:22]1[CH:27]=[CH:26][CH:25]=[CH:24][CH:23]=1)[C:11]1[CH:16]=[CH:15][CH:14]=[CH:13][CH:12]=1. Given the reactants FC(F)(F)C([O-])=O.[NH2:8][C@H:9]([C@@H:17]([OH:29])[C@H:18]([OH:28])[CH2:19][CH2:20][CH2:21][C:22]1[CH:27]=[CH:26][CH:25]=[CH:24][CH:23]=1)[CH2:10][C:11]1[CH:16]=[CH:15][CH:14]=[CH:13][CH:12]=1.[C:30]([C:33]1[CH:34]=[C:35]([CH:39]=[C:40]([C:42](=[O:50])[N:43]([CH2:47][CH2:48][CH3:49])[CH2:44][CH2:45][CH3:46])[CH:41]=1)[C:36](O)=[O:37])(=[O:32])[NH2:31].CCN(C(C)C)C(C)C, predict the reaction product. (8) Given the reactants COC1C=CC([CH2:7][N:8](C)[CH:9]2[CH2:14][CH2:13][N:12]([C:15]3[CH:20]=[CH:19][N:18]=[CH:17][CH:16]=3)[CH2:11][C:10]2([CH3:22])[CH3:21])=CC=1, predict the reaction product. The product is: [CH3:7][NH:8][CH:9]1[CH2:14][CH2:13][N:12]([C:15]2[CH:16]=[CH:17][N:18]=[CH:19][CH:20]=2)[CH2:11][C:10]1([CH3:22])[CH3:21].